From a dataset of Catalyst prediction with 721,799 reactions and 888 catalyst types from USPTO. Predict which catalyst facilitates the given reaction. (1) Reactant: C(=O)([O-])[O-].[Na+].[Na+].Br[CH2:8][C:9]([C:11]1[CH:16]=[CH:15][CH:14]=[C:13]([N+:17]([O-])=O)[CH:12]=1)=[O:10].[CH3:20][C:21]1[CH:30]=[CH:29][C:28]2[C:23](=[CH:24][CH:25]=[CH:26][C:27]=2[N:31]2[CH2:36][CH2:35][NH:34][CH2:33][CH2:32]2)[N:22]=1.[BH4-].[Na+]. Product: [NH2:17][C:13]1[CH:12]=[C:11]([CH:9]([OH:10])[CH2:8][N:34]2[CH2:35][CH2:36][N:31]([C:27]3[CH:26]=[CH:25][CH:24]=[C:23]4[C:28]=3[CH:29]=[CH:30][C:21]([CH3:20])=[N:22]4)[CH2:32][CH2:33]2)[CH:16]=[CH:15][CH:14]=1. The catalyst class is: 83. (2) Reactant: [Cl:1][S:2]([OH:5])(=O)=[O:3].[CH3:6][O:7][C:8]1[CH:9]=[C:10]([CH:12]=[C:13]([O:17][CH3:18])[C:14]=1[O:15][CH3:16])[NH2:11]. The catalyst class is: 22. Product: [CH3:18][O:17][C:13]1[CH:12]=[C:10]([NH:11][S:2]([Cl:1])(=[O:5])=[O:3])[CH:9]=[C:8]([O:7][CH3:6])[C:14]=1[O:15][CH3:16].